Dataset: Forward reaction prediction with 1.9M reactions from USPTO patents (1976-2016). Task: Predict the product of the given reaction. (1) Given the reactants [CH2:1]([O:8][C:9]1[CH:10]=[C:11]([C:16](Br)=[CH:17][N:18]=1)[C:12]([O:14][CH3:15])=[O:13])[C:2]1[CH:7]=[CH:6][CH:5]=[CH:4][CH:3]=1.[CH2:20]([O:22]/[CH:23]=[CH:24]/B1OC(C)(C)C(C)(C)O1)[CH3:21].C([O-])([O-])=O.[Na+].[Na+], predict the reaction product. The product is: [CH2:1]([O:8][C:9]1[CH:10]=[C:11]([C:16](/[CH:21]=[CH:20]/[O:22][CH2:23][CH3:24])=[CH:17][N:18]=1)[C:12]([O:14][CH3:15])=[O:13])[C:2]1[CH:7]=[CH:6][CH:5]=[CH:4][CH:3]=1. (2) The product is: [C:15]([C:12]1[CH:13]=[C:14]2[C:9](=[CH:10][CH:11]=1)[NH:8][C:7]([Si:17]([CH2:22][CH3:23])([CH2:20][CH3:21])[CH2:18][CH3:19])=[C:6]2[CH2:5][CH2:4][NH:1][C:85]([C:82]1[CH:81]=[C:80]([CH2:79][C:78]2[CH:88]=[C:89]([F:92])[CH:90]=[CH:91][C:77]=2[F:76])[O:84][N:83]=1)=[O:86])#[N:16]. Given the reactants [N:1]([CH2:4][CH2:5][C:6]1[C:14]2[C:9](=[CH:10][CH:11]=[C:12]([C:15]#[N:16])[CH:13]=2)[NH:8][C:7]=1[Si:17]([CH2:22][CH3:23])([CH2:20][CH3:21])[CH2:18][CH3:19])=[N+]=[N-].C1(P(C2C=CC=CC=2)C2C=CC=CC=2)C=CC=CC=1.CN(C(ON1N=NC2C=CC=NC1=2)=[N+](C)C)C.F[P-](F)(F)(F)(F)F.C(N(CC)C(C)C)(C)C.[F:76][C:77]1[CH:91]=[CH:90][C:89]([F:92])=[CH:88][C:78]=1[CH2:79][C:80]1[O:84][N:83]=[C:82]([C:85](O)=[O:86])[CH:81]=1, predict the reaction product. (3) The product is: [CH2:1]([N:8]1[C:16]([C:17]2[CH:18]=[C:19]([CH:20]=[CH:21][CH:22]=2)[O:23][CH2:43][C:40]2[CH:39]=[CH:38][C:37]([C:32]3([C:30]([OH:31])=[O:29])[CH2:36][CH2:35][CH2:34][CH2:33]3)=[CH:42][CH:41]=2)=[C:15]2[C:10]([C:11]([C:24]([F:27])([F:25])[F:26])=[CH:12][CH:13]=[CH:14]2)=[N:9]1)[C:2]1[CH:7]=[CH:6][CH:5]=[CH:4][CH:3]=1. Given the reactants [CH2:1]([N:8]1[C:16]([C:17]2[CH:18]=[C:19]([OH:23])[CH:20]=[CH:21][CH:22]=2)=[C:15]2[C:10]([C:11]([C:24]([F:27])([F:26])[F:25])=[CH:12][CH:13]=[CH:14]2)=[N:9]1)[C:2]1[CH:7]=[CH:6][CH:5]=[CH:4][CH:3]=1.C[O:29][C:30]([C:32]1([C:37]2[CH:42]=[CH:41][C:40]([CH2:43]Br)=[CH:39][CH:38]=2)[CH2:36][CH2:35][CH2:34][CH2:33]1)=[O:31].C(=O)([O-])[O-].[K+].[K+].C1(C)C=CC(C2(C(O)=O)CCCC2)=CC=1.S(=O)(=O)(O)O.C1C(=O)N(Br)C(=O)C1.C(OOC(=O)C1C=CC=CC=1)(=O)C1C=CC=CC=1.[Li+].[OH-], predict the reaction product. (4) Given the reactants [CH3:1][C:2]1[N:3]=[C:4]([C:7]2[C:8](=[O:14])[NH:9][C:10](=[O:13])[NH:11][CH:12]=2)[S:5][CH:6]=1.[C:15](Cl)(=[O:22])[C:16]1[CH:21]=[CH:20][CH:19]=[CH:18][CH:17]=1.O, predict the reaction product. The product is: [CH3:1][C:2]1[N:3]=[C:4]([C:7]2[C:8](=[O:14])[N:9]([C:15]([C:16]3[CH:21]=[CH:20][CH:19]=[CH:18][CH:17]=3)=[O:22])[C:10](=[O:13])[NH:11][CH:12]=2)[S:5][CH:6]=1. (5) The product is: [Cl:14][C:11]1[CH:12]=[CH:13][C:8]([N:7]2[C:3]([CH2:2][N:31]3[CH2:28][CH2:30][CH2:36][CH2:34]3)=[C:4]([C:23]([O:25][CH2:26][CH3:27])=[O:24])[N:5]=[C:6]2[C:15]2[CH:20]=[CH:19][C:18]([Cl:21])=[CH:17][C:16]=2[Cl:22])=[CH:9][CH:10]=1. Given the reactants Br[CH2:2][C:3]1[N:7]([C:8]2[CH:13]=[CH:12][C:11]([Cl:14])=[CH:10][CH:9]=2)[C:6]([C:15]2[CH:20]=[CH:19][C:18]([Cl:21])=[CH:17][C:16]=2[Cl:22])=[N:5][C:4]=1[C:23]([O:25][CH2:26][CH3:27])=[O:24].[CH:28]([N:31]([CH:34]([CH3:36])C)CC)([CH3:30])C.N1CCCC1.O, predict the reaction product.